This data is from Forward reaction prediction with 1.9M reactions from USPTO patents (1976-2016). The task is: Predict the product of the given reaction. Given the reactants [CH2:1]([CH:4]1[CH2:9][C:8]([C:10]([O:12][CH3:13])=[O:11])=[C:7](OS(C(F)(F)F)(=O)=O)[CH2:6][CH2:5]1)[CH2:2][CH3:3].[CH2:22]([O:24][C:25]1[CH:30]=[CH:29][C:28](B(O)O)=C(OCOCCOC)[C:26]=1[F:41])[CH3:23].B([O-])=O.[Na+].[OH-].[NH3+]N, predict the reaction product. The product is: [CH2:22]([O:24][C:25]1[C:26]([F:41])=[C:13]2[C:28]([C:7]3[CH2:6][CH2:5][CH:4]([CH2:1][CH2:2][CH3:3])[CH2:9][C:8]=3[C:10](=[O:11])[O:12]2)=[CH:29][CH:30]=1)[CH3:23].